This data is from Peptide-MHC class I binding affinity with 185,985 pairs from IEDB/IMGT. The task is: Regression. Given a peptide amino acid sequence and an MHC pseudo amino acid sequence, predict their binding affinity value. This is MHC class I binding data. (1) The peptide sequence is QVPLRPMTFK. The MHC is HLA-B40:01 with pseudo-sequence HLA-B40:01. The binding affinity (normalized) is 0. (2) The binding affinity (normalized) is 0.213. The MHC is HLA-B45:06 with pseudo-sequence HLA-B45:06. The peptide sequence is FRDRGQHVL. (3) The peptide sequence is WFGHLASDW. The MHC is HLA-B07:02 with pseudo-sequence HLA-B07:02. The binding affinity (normalized) is 0.0847.